This data is from Reaction yield outcomes from USPTO patents with 853,638 reactions. The task is: Predict the reaction yield, written as a fraction of the theoretical maximum amount of product (1.0 means a 100% yield; for example, 0.34 means a 34% yield). (1) The reactants are [NH2:1][C:2]1[N:7]=[CH:6][N:5]=[C:4]2[N:8]([CH2:26][C@H:27]3[CH2:31][CH2:30][CH2:29][N:28]3C(OC(C)(C)C)=O)[N:9]=[C:10]([C:11]3[CH:16]=[CH:15][C:14]([O:17][C:18]4[CH:23]=[CH:22][CH:21]=[C:20]([F:24])[C:19]=4[F:25])=[CH:13][CH:12]=3)[C:3]=12.[F:39][C:40]([F:45])([F:44])[C:41]([OH:43])=[O:42]. The catalyst is ClCCl. The product is [F:39][C:40]([F:45])([F:44])[C:41]([OH:43])=[O:42].[F:39][C:40]([F:45])([F:44])[C:41]([OH:43])=[O:42].[F:25][C:19]1[C:20]([F:24])=[CH:21][CH:22]=[CH:23][C:18]=1[O:17][C:14]1[CH:13]=[CH:12][C:11]([C:10]2[C:3]3[C:4](=[N:5][CH:6]=[N:7][C:2]=3[NH2:1])[N:8]([CH2:26][C@H:27]3[CH2:31][CH2:30][CH2:29][NH:28]3)[N:9]=2)=[CH:16][CH:15]=1. The yield is 0.460. (2) The reactants are [CH2:1]([O:3][C:4]([C:6]1[C:10]([CH3:11])=[C:9]([C:12]2[CH:17]=[CH:16][C:15]([Cl:18])=[CH:14][CH:13]=2)[NH:8][N:7]=1)=[O:5])[CH3:2].[OH-].[K+].[CH3:21]I. The catalyst is C(O)C. The product is [CH2:1]([O:3][C:4]([C:6]1[N:7]([CH3:21])[N:8]=[C:9]([C:12]2[CH:13]=[CH:14][C:15]([Cl:18])=[CH:16][CH:17]=2)[C:10]=1[CH3:11])=[O:5])[CH3:2].[CH2:1]([O:3][C:4]([C:6]1[C:10]([CH3:11])=[C:9]([C:12]2[CH:13]=[CH:14][C:15]([Cl:18])=[CH:16][CH:17]=2)[N:8]([CH3:21])[N:7]=1)=[O:5])[CH3:2]. The yield is 0.470. (3) The reactants are [Cl:1][C:2]1[N:3]=[C:4](Cl)[C:5]2[C:10]([C:11]3[CH:16]=[CH:15][N:14]=[CH:13][CH:12]=3)=[CH:9][N:8]([CH2:17][O:18][CH2:19][CH2:20][Si:21]([CH3:24])([CH3:23])[CH3:22])[C:6]=2[N:7]=1.Cl.[O:27]1[CH2:32][CH2:31][CH:30]([NH2:33])[CH2:29][CH2:28]1.C(N(CC)CC)C. The catalyst is O1CCOCC1. The product is [Cl:1][C:2]1[N:3]=[C:4]([NH:33][CH:30]2[CH2:31][CH2:32][O:27][CH2:28][CH2:29]2)[C:5]2[C:10]([C:11]3[CH:16]=[CH:15][N:14]=[CH:13][CH:12]=3)=[CH:9][N:8]([CH2:17][O:18][CH2:19][CH2:20][Si:21]([CH3:24])([CH3:23])[CH3:22])[C:6]=2[N:7]=1. The yield is 0.340.